From a dataset of Full USPTO retrosynthesis dataset with 1.9M reactions from patents (1976-2016). Predict the reactants needed to synthesize the given product. (1) Given the product [CH:1]([O:4][C:5]([N:7]1[CH2:8][CH2:9][CH:10]([O:13][C:31]2[N:30]=[CH:29][N:28]=[C:27]3[N:23]([C:20]4[CH:19]=[CH:18][C:17]([Br:16])=[CH:22][CH:21]=4)[N:24]=[CH:25][C:26]=23)[CH2:11][CH2:12]1)=[O:6])([CH3:3])[CH3:2], predict the reactants needed to synthesize it. The reactants are: [CH:1]([O:4][C:5]([N:7]1[CH2:12][CH2:11][CH:10]([OH:13])[CH2:9][CH2:8]1)=[O:6])([CH3:3])[CH3:2].[H-].[Na+].[Br:16][C:17]1[CH:22]=[CH:21][C:20]([N:23]2[C:27]3=[N:28][CH:29]=[N:30][C:31](Cl)=[C:26]3[CH:25]=[N:24]2)=[CH:19][CH:18]=1. (2) Given the product [CH2:1]([N:8]1[C:16]([C:17]2[CH:22]=[CH:21][CH:20]=[CH:19][CH:18]=2)=[C:15]2[C:10]([C:11]([CH:23]([CH3:25])[CH3:24])=[CH:12][CH:13]=[CH:14]2)=[N:9]1)[C:2]1[CH:3]=[CH:4][CH:5]=[CH:6][CH:7]=1, predict the reactants needed to synthesize it. The reactants are: [CH2:1]([N:8]1[C:16]([C:17]2[CH:22]=[CH:21][CH:20]=[CH:19][CH:18]=2)=[C:15]2[C:10]([C:11]([C:23]([CH3:25])=[CH2:24])=[CH:12][CH:13]=[CH:14]2)=[N:9]1)[C:2]1[CH:7]=[CH:6][CH:5]=[CH:4][CH:3]=1. (3) The reactants are: [N:1]1([CH2:7][CH2:8][O:9][C:10]2[S:11][C:12]3[CH:18]=[C:17]([N+:19]([O-])=O)[CH:16]=[CH:15][C:13]=3[N:14]=2)[CH2:6][CH2:5][O:4][CH2:3][CH2:2]1. Given the product [N:1]1([CH2:7][CH2:8][O:9][C:10]2[S:11][C:12]3[CH:18]=[C:17]([NH2:19])[CH:16]=[CH:15][C:13]=3[N:14]=2)[CH2:6][CH2:5][O:4][CH2:3][CH2:2]1, predict the reactants needed to synthesize it. (4) Given the product [Cl:1][C:2]1[C:6]([O:7][CH2:8][CH:10]2[O:12][CH2:11]2)=[N:5][S:4][N:3]=1, predict the reactants needed to synthesize it. The reactants are: [Cl:1][C:2]1[C:6]([OH:7])=[N:5][S:4][N:3]=1.[CH2:8]([CH:10]1[O:12][CH2:11]1)Cl. (5) Given the product [CH3:20][C:10]1[N:11]([CH2:12][CH2:13][CH2:14][CH2:15][CH2:16][CH2:17][CH2:18][CH3:19])[C:7]2[CH:6]=[CH:5][NH:4][C:3](=[O:2])[C:8]=2[CH:9]=1, predict the reactants needed to synthesize it. The reactants are: C[O:2][C:3]1[C:8]2[CH:9]=[C:10]([CH3:20])[N:11]([CH2:12][CH2:13][CH2:14][CH2:15][CH2:16][CH2:17][CH2:18][CH3:19])[C:7]=2[CH:6]=[CH:5][N:4]=1. (6) Given the product [F:1][C:2]1[CH:7]=[CH:6][CH:5]=[C:4]([F:8])[C:3]=1[CH2:9][CH2:10][NH2:11], predict the reactants needed to synthesize it. The reactants are: [F:1][C:2]1[CH:7]=[CH:6][CH:5]=[C:4]([F:8])[C:3]=1[CH2:9][C:10]#[N:11]. (7) Given the product [ClH:26].[C:1]([C:4]1[CH:5]=[CH:6][C:7]2[C:15]([N+:16]([O-:18])=[O:17])=[CH:14][C:13]3[NH:12][CH2:11][CH:10]([CH2:25][Cl:26])[C:9]=3[C:8]=2[CH:27]=1)(=[O:3])[CH3:2], predict the reactants needed to synthesize it. The reactants are: [C:1]([C:4]1[CH:5]=[CH:6][C:7]2[C:15]([N+:16]([O-:18])=[O:17])=[CH:14][C:13]3[N:12](C(=O)C(F)(F)F)[CH2:11][CH:10]([CH2:25][Cl:26])[C:9]=3[C:8]=2[CH:27]=1)(=[O:3])[CH3:2].C([O-])([O-])=O.[Cs+].[Cs+].O.